This data is from Forward reaction prediction with 1.9M reactions from USPTO patents (1976-2016). The task is: Predict the product of the given reaction. (1) Given the reactants [CH2:1]([C:6]1[CH:38]=[CH:37][C:9]([CH2:10][N:11]([C:23](=[O:36])[CH:24]=[CH:25][C:26]2[CH:31]=[CH:30][C:29]([C:32]([F:35])([F:34])[F:33])=[CH:28][CH:27]=2)[C@@H:12]([CH2:16][C:17]2[CH:22]=[CH:21][CH:20]=[CH:19][CH:18]=2)[C:13]([OH:15])=O)=[CH:8][CH:7]=1)[CH2:2][CH2:3][CH2:4][CH3:5].CN(C(ON1N=NC2C=CC=CC1=2)=[N+](C)C)C.[B-](F)(F)(F)F.CCN(C(C)C)C(C)C.[CH:70]([N:72]1[CH2:77][CH2:76][NH:75][CH2:74][CH2:73]1)=[O:71], predict the reaction product. The product is: [CH2:16]([C@H:12]([N:11]([CH2:10][C:9]1[CH:37]=[CH:38][C:6]([CH2:1][CH2:2][CH2:3][CH2:4][CH3:5])=[CH:7][CH:8]=1)[C:23](=[O:36])[CH:24]=[CH:25][C:26]1[CH:27]=[CH:28][C:29]([C:32]([F:35])([F:33])[F:34])=[CH:30][CH:31]=1)[C:13]([N:75]1[CH2:76][CH2:77][N:72]([CH:70]=[O:71])[CH2:73][CH2:74]1)=[O:15])[C:17]1[CH:18]=[CH:19][CH:20]=[CH:21][CH:22]=1. (2) The product is: [S:10](=[O:13])(=[O:12])([O:1][C:2]1[CH:9]=[CH:8][CH:7]=[C:4]([C:5]#[N:6])[CH:3]=1)[NH2:11]. Given the reactants [OH:1][C:2]1[CH:3]=[C:4]([CH:7]=[CH:8][CH:9]=1)[C:5]#[N:6].[S:10](Cl)(=[O:13])(=[O:12])[NH2:11], predict the reaction product. (3) Given the reactants [F:1][C:2]1[C:3]([C:9]2[N:10]([CH:15]([CH3:17])[CH3:16])[C:11]([CH3:14])=[N:12][CH:13]=2)=[N:4][C:5]([NH2:8])=[N:6][CH:7]=1.I[C:19]1[CH:40]=[CH:39][C:22]([C:23]([NH:25][CH:26]2[CH2:31][CH2:30][CH2:29][N:28]([C:32]([O:34][C:35]([CH3:38])([CH3:37])[CH3:36])=[O:33])[CH2:27]2)=[O:24])=[CH:21][CH:20]=1.CC1(C)C2C(=C(P(C3C=CC=CC=3)C3C=CC=CC=3)C=CC=2)OC2C(P(C3C=CC=CC=3)C3C=CC=CC=3)=CC=CC1=2.C(=O)([O-])[O-].[Cs+].[Cs+], predict the reaction product. The product is: [F:1][C:2]1[C:3]([C:9]2[N:10]([CH:15]([CH3:17])[CH3:16])[C:11]([CH3:14])=[N:12][CH:13]=2)=[N:4][C:5]([NH:8][C:19]2[CH:40]=[CH:39][C:22]([C:23]([NH:25][CH:26]3[CH2:31][CH2:30][CH2:29][N:28]([C:32]([O:34][C:35]([CH3:36])([CH3:37])[CH3:38])=[O:33])[CH2:27]3)=[O:24])=[CH:21][CH:20]=2)=[N:6][CH:7]=1. (4) Given the reactants [Br:1][C:2]1[CH:10]=[CH:9][C:5]([C:6](Cl)=[O:7])=[C:4]([F:11])[CH:3]=1.[N:12]1([C:18]([O:20][C:21]([CH3:24])([CH3:23])[CH3:22])=[O:19])[CH2:17][CH2:16][NH:15][CH2:14][CH2:13]1.CCN(C(C)C)C(C)C.O, predict the reaction product. The product is: [Br:1][C:2]1[CH:10]=[CH:9][C:5]([C:6]([N:15]2[CH2:14][CH2:13][N:12]([C:18]([O:20][C:21]([CH3:24])([CH3:23])[CH3:22])=[O:19])[CH2:17][CH2:16]2)=[O:7])=[C:4]([F:11])[CH:3]=1. (5) Given the reactants C([O:4][C:5]1[CH:10]=[CH:9][C:8]([C:11]2[N:12]=[C:13]3[CH:18]=[CH:17][C:16]([O:19][CH2:20][CH:21]4[CH2:23][CH2:22]4)=[CH:15][N:14]3[CH:24]=2)=[CH:7][CH:6]=1)(=O)C.[F:25]C(F)(F)S([O-])(=O)=O.ClC1C=CC=C(Cl)[N+]=1F.C(=O)([O-])O.[Na+], predict the reaction product. The product is: [CH:21]1([CH2:20][O:19][C:16]2[CH:17]=[CH:18][C:13]3[N:14]([C:24]([F:25])=[C:11]([C:8]4[CH:9]=[CH:10][C:5]([OH:4])=[CH:6][CH:7]=4)[N:12]=3)[CH:15]=2)[CH2:23][CH2:22]1. (6) Given the reactants [C:1]([C:4]1[N:5]=[N:6][N:7]([C:9]2[CH:10]=[C:11]([CH:24]=[C:25]([N:27]([S:31]([CH3:34])(=[O:33])=[O:32])[CH2:28][CH2:29][CH3:30])[CH:26]=2)[C:12]([NH:14][C@@H:15]([C:17]2[CH:22]=[CH:21][C:20]([F:23])=[CH:19][CH:18]=2)[CH3:16])=[O:13])[CH:8]=1)(=O)[CH3:2].[CH3:35][C:36]([S:39]([NH2:41])=[O:40])([CH3:38])[CH3:37].CCOC(C)=O, predict the reaction product. The product is: [C:36]([S:39](/[N:41]=[C:1](/[C:4]1[N:5]=[N:6][N:7]([C:9]2[CH:10]=[C:11]([CH:24]=[C:25]([N:27]([S:31]([CH3:34])(=[O:33])=[O:32])[CH2:28][CH2:29][CH3:30])[CH:26]=2)[C:12]([NH:14][C@@H:15]([C:17]2[CH:22]=[CH:21][C:20]([F:23])=[CH:19][CH:18]=2)[CH3:16])=[O:13])[CH:8]=1)\[CH3:2])=[O:40])([CH3:38])([CH3:37])[CH3:35]. (7) Given the reactants [CH:1]12[CH2:16][O:15][CH2:14][CH:13]1[CH2:12][CH2:11][CH2:10][CH2:9][CH2:8][CH2:7][CH2:6][CH2:5][CH:4]1[CH:2]2[O:3]1.[I-].[Li+], predict the reaction product. The product is: [CH2:14]1[CH:13]2[CH2:12][CH2:11][CH2:10][CH2:9][CH2:8][CH2:7][CH2:6][CH2:5][CH2:4][C:2](=[O:3])[CH:1]2[CH2:16][O:15]1. (8) Given the reactants N[C:2]1[CH:33]=[CH:32][CH:31]=[C:4]([C:5]([NH:7][C:8]2[CH:13]=[CH:12][C:11]([C:14]3([C:26]([F:29])([F:28])[F:27])[O:18][N:17]=[C:16]([C:19]4[CH:24]=[CH:23][C:22]([F:25])=[CH:21][CH:20]=4)[CH2:15]3)=[CH:10][C:9]=2[CH3:30])=[O:6])[C:3]=1[C:34]([NH:36][CH:37]([CH3:39])[CH3:38])=[O:35].S(=O)(=O)(O)O.N([O-])=O.[Na+].[I-:49].[K+], predict the reaction product. The product is: [F:25][C:22]1[CH:21]=[CH:20][C:19]([C:16]2[CH2:15][C:14]([C:11]3[CH:12]=[CH:13][C:8]([NH:7][C:5](=[O:6])[C:4]4[C:3](=[C:2]([I:49])[CH:33]=[CH:32][CH:31]=4)[C:34]([NH:36][CH:37]([CH3:39])[CH3:38])=[O:35])=[C:9]([CH3:30])[CH:10]=3)([C:26]([F:28])([F:27])[F:29])[O:18][N:17]=2)=[CH:24][CH:23]=1.